From a dataset of Full USPTO retrosynthesis dataset with 1.9M reactions from patents (1976-2016). Predict the reactants needed to synthesize the given product. (1) Given the product [CH3:40][N:41]([CH3:48])[CH2:42]/[CH:43]=[CH:44]/[C:32]([NH:31][C:27]1[CH:28]=[CH:29][CH:30]=[C:25]([S:24][C:17]2[C:18]3[S:23][CH:22]=[CH:21][C:19]=3[N:20]=[C:15]([NH:14][C:11]3[CH:10]=[CH:9][C:8]([N:5]4[CH2:4][CH2:3][N:2]([CH3:1])[CH2:7][CH2:6]4)=[CH:13][CH:12]=3)[N:16]=2)[CH:26]=1)=[O:38], predict the reactants needed to synthesize it. The reactants are: [CH3:1][N:2]1[CH2:7][CH2:6][N:5]([C:8]2[CH:13]=[CH:12][C:11]([NH:14][C:15]3[N:16]=[C:17]([S:24][C:25]4[CH:26]=[C:27]([NH:31][C:32](=[O:38])OC(C)(C)C)[CH:28]=[CH:29][CH:30]=4)[C:18]4[S:23][CH:22]=[CH:21][C:19]=4[N:20]=3)=[CH:10][CH:9]=2)[CH2:4][CH2:3]1.Cl.[CH3:40][N:41]([CH3:48])[CH2:42]/[CH:43]=[CH:44]/C(O)=O.Cl.CN(C)CCCN=C=NCC. (2) Given the product [Br:26][C:27]1[CH:35]=[CH:34][CH:33]=[C:32]2[C:28]=1[CH2:29][CH2:30][C@@H:31]2[OH:36], predict the reactants needed to synthesize it. The reactants are: B1(C)OC(C2C=CC=CC=2)(C2C=CC=CC=2)[C@@H]2N1CCC2.B.CSC.[Br:26][C:27]1[CH:35]=[CH:34][CH:33]=[C:32]2[C:28]=1[CH2:29][CH2:30][C:31]2=[O:36]. (3) Given the product [Cl:1][C:2]1[CH:3]=[CH:4][C:5]([C:25]#[N:26])=[C:6]([C:8]2[C:13]([O:14][CH3:15])=[CH:12][N:11]([CH:16]([CH2:33][C:34]3([C:37]([F:40])([F:39])[F:38])[CH2:36][CH2:35]3)[C:17]([O:19][C:20]([CH3:21])([CH3:22])[CH3:23])=[O:18])[C:10](=[O:24])[CH:9]=2)[CH:7]=1, predict the reactants needed to synthesize it. The reactants are: [Cl:1][C:2]1[CH:3]=[CH:4][C:5]([C:25]#[N:26])=[C:6]([C:8]2[C:13]([O:14][CH3:15])=[CH:12][N:11]([CH2:16][C:17]([O:19][C:20]([CH3:23])([CH3:22])[CH3:21])=[O:18])[C:10](=[O:24])[CH:9]=2)[CH:7]=1.FC(F)(F)S(O[CH2:33][C:34]1([C:37]([F:40])([F:39])[F:38])[CH2:36][CH2:35]1)(=O)=O.